Predict which catalyst facilitates the given reaction. From a dataset of Catalyst prediction with 721,799 reactions and 888 catalyst types from USPTO. (1) Reactant: CC1C=CC(S(O[CH2:12][C@@H:13]2[O:18][C:17]3[CH:19]=[C:20]([S:23]([CH3:26])(=[O:25])=[O:24])[CH:21]=[CH:22][C:16]=3[O:15][CH2:14]2)(=O)=O)=CC=1.[CH3:27][NH2:28].Cl. The catalyst class is: 10. Product: [CH3:27][NH:28][CH2:12][C@@H:13]1[O:18][C:17]2[CH:19]=[C:20]([S:23]([CH3:26])(=[O:25])=[O:24])[CH:21]=[CH:22][C:16]=2[O:15][CH2:14]1. (2) Reactant: [CH3:1][Si:2]([CH3:39])([CH3:38])[CH2:3][CH2:4][O:5][CH2:6][N:7]([CH2:30][O:31][CH2:32][CH2:33][Si:34]([CH3:37])([CH3:36])[CH3:35])[C:8]1[N:13]2[N:14]=[CH:15][C:16](I)=[C:12]2[N:11]=[C:10]([CH:18]2[CH2:22][CH2:21][N:20]([C:23]([O:25][C:26]([CH3:29])([CH3:28])[CH3:27])=[O:24])[CH2:19]2)[CH:9]=1.[N:40]1[C:49]2[C:44](=[CH:45][CH:46]=[CH:47][CH:48]=2)[CH:43]=[C:42](B(O)O)[CH:41]=1.P([O-])([O-])([O-])=O.[K+].[K+].[K+]. Product: [CH3:1][Si:2]([CH3:39])([CH3:38])[CH2:3][CH2:4][O:5][CH2:6][N:7]([CH2:30][O:31][CH2:32][CH2:33][Si:34]([CH3:37])([CH3:36])[CH3:35])[C:8]1[N:13]2[N:14]=[CH:15][C:16]([C:42]3[CH:41]=[N:40][C:49]4[C:44]([CH:43]=3)=[CH:45][CH:46]=[CH:47][CH:48]=4)=[C:12]2[N:11]=[C:10]([CH:18]2[CH2:22][CH2:21][N:20]([C:23]([O:25][C:26]([CH3:29])([CH3:28])[CH3:27])=[O:24])[CH2:19]2)[CH:9]=1. The catalyst class is: 669. (3) Reactant: [Br:1][C:2]1[C:3](F)=[C:4]([CH:7]=[CH:8][CH:9]=1)[C:5]#[N:6].[CH3:11][C:12]([CH3:15])([O-:14])[CH3:13].[K+]. Product: [Br:1][C:2]1[C:3]([O:14][C:12]([CH3:15])([CH3:13])[CH3:11])=[C:4]([CH:7]=[CH:8][CH:9]=1)[C:5]#[N:6]. The catalyst class is: 7.